This data is from HIV replication inhibition screening data with 41,000+ compounds from the AIDS Antiviral Screen. The task is: Binary Classification. Given a drug SMILES string, predict its activity (active/inactive) in a high-throughput screening assay against a specified biological target. (1) The molecule is NN=C1c2ccccc2C2C(=NN)c3ccccc3C12. The result is 0 (inactive). (2) The drug is COc1cccc2c1[OH+][Ni-3]13([S+]=C(Nc4ccccc4)[N-][N+]1=C2)[n+]1cccc2ccc4ccc[n+]3c4c21. The result is 0 (inactive). (3) The molecule is CN(Cc1nc2c(N)nc(N)nc2nc1O)c1ccc(C(=O)NC(CCC(=O)O)C(=O)O)cc1. The result is 0 (inactive). (4) The molecule is C(=Cc1ccc2ccccc2n1)c1ccc2c(c1)OCO2. The result is 0 (inactive). (5) The compound is Nc1nc(O)cc(NCC2(CO)CC2)n1. The result is 0 (inactive). (6) The molecule is Cn1c(=O)[nH]c(=O)c2[nH]c(=O)c(=O)n(C)c21. The result is 0 (inactive). (7) The drug is COc1ccc2c(c1)OC1c3ccc(O)cc3OCC21. The result is 0 (inactive). (8) The drug is CN1C2(c3ccccc3)C(C(=O)c3ccccc3)=C(C(=O)c3ccccc3)C1(c1ccccc1)c1c(-c3ccccc3)sc(-c3ccccc3)c12. The result is 0 (inactive).